Dataset: Forward reaction prediction with 1.9M reactions from USPTO patents (1976-2016). Task: Predict the product of the given reaction. Given the reactants [CH3:1][CH:2]1[CH2:7][CH2:6][N:5]([C:8]([C:10]2[N:11]=[C:12]([C:35](OCC)=[O:36])[S:13][C:14]=2[C:15]2[C:24]3[C:19](=[CH:20][CH:21]=[CH:22][CH:23]=3)[C:18]([S:25](=[O:34])(=[O:33])[NH:26][C@@H:27]([CH3:32])[C:28]([F:31])([F:30])[F:29])=[CH:17][CH:16]=2)=[O:9])[CH2:4][CH2:3]1.O.[NH2:41][NH2:42], predict the reaction product. The product is: [NH:41]([C:35]([C:12]1[S:13][C:14]([C:15]2[C:24]3[C:19](=[CH:20][CH:21]=[CH:22][CH:23]=3)[C:18]([S:25]([NH:26][C@@H:27]([CH3:32])[C:28]([F:31])([F:30])[F:29])(=[O:33])=[O:34])=[CH:17][CH:16]=2)=[C:10]([C:8]([N:5]2[CH2:6][CH2:7][CH:2]([CH3:1])[CH2:3][CH2:4]2)=[O:9])[N:11]=1)=[O:36])[NH2:42].